This data is from Retrosynthesis with 50K atom-mapped reactions and 10 reaction types from USPTO. The task is: Predict the reactants needed to synthesize the given product. (1) Given the product CCOC(=O)/C=C(\C)c1ccc(CC(C)O)s1, predict the reactants needed to synthesize it. The reactants are: CC(=O)c1ccc(CC(C)O)s1.CCOC(=O)CP(=O)(OCC)OCC. (2) Given the product C=Cc1ccc(O)cc1, predict the reactants needed to synthesize it. The reactants are: C=Cc1ccc(OC(C)=O)cc1. (3) The reactants are: Cc1ccc2c(c1)N(CC(=O)C(C)(C)C)C(=O)C(NC(=O)[C@H](Cc1ccccc1)NC(=O)OC(C)(C)C)CN2c1ccccc1. Given the product Cc1ccc2c(c1)N(CC(=O)C(C)(C)C)C(=O)C(NC(=O)[C@@H](N)Cc1ccccc1)CN2c1ccccc1, predict the reactants needed to synthesize it. (4) Given the product COC(=O)C1=C(C)NC(C)=C(C(=O)OCCN)C1c1cccc(Cl)c1Cl, predict the reactants needed to synthesize it. The reactants are: COC(=O)C1=C(C)NC(C)=C(C(=O)OCCN2C(=O)c3ccccc3C2=O)C1c1cccc(Cl)c1Cl. (5) Given the product COc1c(OC(F)(F)F)cccc1C(=O)N1CCOCC1, predict the reactants needed to synthesize it. The reactants are: C1COCCN1.COc1c(OC(F)(F)F)cccc1C(=O)O. (6) Given the product COc1cc2c(c(OC)c1OC)-c1ccc(C(=O)NCCCN3CCOCC3)cc1[C@@H](NC(C)=O)CC2, predict the reactants needed to synthesize it. The reactants are: COc1cc2c(c(OC)c1OC)-c1ccc(C(=O)O)cc1[C@@H](NC(C)=O)CC2.NCCCN1CCOCC1. (7) Given the product O=C(OCc1ccc([N+](=O)[O-])cc1)N1CCN(C[C@@H]2C[C@H](SC(c3ccccc3)(c3ccccc3)c3ccccc3)CN2C(=O)OCc2ccc([N+](=O)[O-])cc2)CC1, predict the reactants needed to synthesize it. The reactants are: O=C(Cl)OCc1ccc([N+](=O)[O-])cc1.O=C(OCc1ccc([N+](=O)[O-])cc1)N1C[C@@H](SC(c2ccccc2)(c2ccccc2)c2ccccc2)C[C@H]1CN1CCNCC1. (8) Given the product COc1ccc(CNc2cc(Cn3c(C(=O)c4cc(C)cc(C=CC#N)c4)c(C(C)C)c(=O)[nH]c3=O)cc(Cl)n2)cc1, predict the reactants needed to synthesize it. The reactants are: COc1ccc(CNc2cc(CO)cc(Cl)n2)cc1.Cc1cc(C=CC#N)cc(C(=O)c2[nH]c(=O)[nH]c(=O)c2C(C)C)c1.